This data is from Reaction yield outcomes from USPTO patents with 853,638 reactions. The task is: Predict the reaction yield, written as a fraction of the theoretical maximum amount of product (1.0 means a 100% yield; for example, 0.34 means a 34% yield). (1) The reactants are [C:1]([OH:9])(=O)[C:2]1[CH:7]=[CH:6][CH:5]=[N:4][CH:3]=1.C1N=CN(C(N2C=NC=C2)=O)C=1.[K].C(OCC)(=O)[CH2:24][C:25]([O:27][CH2:28][CH3:29])=[O:26].[Mg+2].[Cl-].[Cl-].C(O)(=O)C1C=CC=NC=1.C1N=CN(C(N2C=NC=C2)=O)C=1. The catalyst is C1COCC1. The product is [CH2:28]([O:27][C:25](=[O:26])[CH2:24][C:1](=[O:9])[C:2]1[CH:3]=[N:4][CH:5]=[CH:6][CH:7]=1)[CH3:29]. The yield is 0.247. (2) The reactants are [NH:1]1[C:9]2[C:4](=[CH:5][CH:6]=[CH:7][CH:8]=2)[CH2:3][C:2]1=[O:10].[CH3:11][C:12]1[S:16][C:15]([CH:17]=O)=[CH:14][CH:13]=1. The catalyst is N1CCCCC1.C(O)C. The product is [CH3:17][C:15]1[S:16][C:12]([CH:11]=[C:3]2[C:4]3[C:9](=[CH:8][CH:7]=[CH:6][CH:5]=3)[NH:1][C:2]2=[O:10])=[CH:13][CH:14]=1. The yield is 0.990. (3) The reactants are [CH3:1][O:2][C:3]1[N:8]=[C:7]([C:9]#[N:10])[C:6]([N+:11]([O-])=O)=[CH:5][CH:4]=1.Cl[Sn]Cl.[OH-].[Na+]. The catalyst is COCCOCCOC.Cl. The product is [NH2:11][C:6]1[C:7]([C:9]#[N:10])=[N:8][C:3]([O:2][CH3:1])=[CH:4][CH:5]=1. The yield is 0.580. (4) The reactants are [CH2:1]([C:3]1[S:28][C:6]2[N:7]([CH2:13][C:14]3[CH:19]=[CH:18][C:17]([C:20]4[C:21]([C:26]#[N:27])=[CH:22][CH:23]=[CH:24][CH:25]=4)=[CH:16][CH:15]=3)[C:8](=[O:12])[NH:9][C:10](=[O:11])[C:5]=2[CH:4]=1)[CH3:2].Br[CH2:30][C:31]([C:33]1[CH:38]=[CH:37][C:36]([O:39][CH2:40][CH3:41])=[CH:35][CH:34]=1)=[O:32].[H-].[Na+].[Cl-].O[NH3+:46].[C:47](=[O:50])([O-])[OH:48].[Na+]. The catalyst is C(OCC)(=O)C.CS(C)=O.C(Cl)(Cl)Cl.CN(C)C=O. The product is [CH2:40]([O:39][C:36]1[CH:37]=[CH:38][C:33]([C:31](=[O:32])[CH2:30][N:9]2[C:10](=[O:11])[C:5]3[CH:4]=[C:3]([CH2:1][CH3:2])[S:28][C:6]=3[N:7]([CH2:13][C:14]3[CH:19]=[CH:18][C:17]([C:20]4[CH:25]=[CH:24][CH:23]=[CH:22][C:21]=4[C:26]4[NH:46][C:47](=[O:50])[O:48][N:27]=4)=[CH:16][CH:15]=3)[C:8]2=[O:12])=[CH:34][CH:35]=1)[CH3:41]. The yield is 0.160. (5) The reactants are [Cl:1][C:2]1[CH:8]=[CH:7][C:6]([N+:9]([O-:11])=[O:10])=[CH:5][C:3]=1[NH2:4].[C:12](Cl)(=[O:19])[C:13]1[CH:18]=[CH:17][CH:16]=[CH:15][CH:14]=1.C(N(CC)CC)C.CCOC(C)=O. The catalyst is C1COCC1. The product is [Cl:1][C:2]1[CH:8]=[CH:7][C:6]([N+:9]([O-:11])=[O:10])=[CH:5][C:3]=1[NH:4][C:12](=[O:19])[C:13]1[CH:18]=[CH:17][CH:16]=[CH:15][CH:14]=1. The yield is 0.780.